Dataset: Forward reaction prediction with 1.9M reactions from USPTO patents (1976-2016). Task: Predict the product of the given reaction. (1) The product is: [Cl:22][C:20]1[CH:19]=[C:18]([C:23]2([C:28]([F:31])([F:30])[F:29])[CH2:27][CH2:26][N:25]([C:2]3[S:3][C:4]4[C:10]([C:11]([O:13][CH3:14])=[O:12])=[CH:9][CH:8]=[CH:7][C:5]=4[N:6]=3)[CH2:24]2)[CH:17]=[C:16]([Cl:15])[CH:21]=1. Given the reactants Cl[C:2]1[S:3][C:4]2[C:10]([C:11]([O:13][CH3:14])=[O:12])=[CH:9][CH:8]=[CH:7][C:5]=2[N:6]=1.[Cl:15][C:16]1[CH:17]=[C:18]([C:23]2([C:28]([F:31])([F:30])[F:29])[CH2:27][CH2:26][NH:25][CH2:24]2)[CH:19]=[C:20]([Cl:22])[CH:21]=1.C(=O)([O-])[O-].[K+].[K+], predict the reaction product. (2) Given the reactants Cl[C:2]1[C:11]([Cl:12])=[N:10][C:9]2[C:4](=[CH:5][CH:6]=[CH:7][CH:8]=2)[N:3]=1.[CH2:13]([Mg]Cl)[C:14]1[CH:19]=[CH:18][CH:17]=[CH:16][CH:15]=1, predict the reaction product. The product is: [CH2:13]([C:2]1[C:11]([Cl:12])=[N:10][C:9]2[C:4](=[CH:5][CH:6]=[CH:7][CH:8]=2)[N:3]=1)[C:14]1[CH:19]=[CH:18][CH:17]=[CH:16][CH:15]=1. (3) Given the reactants ClC(Cl)(Cl)[C:3]([C:5]1[N:14]2[C:8]([CH2:9][N:10]([C:19](=[O:28])[C:20]3[CH:25]=[CH:24][C:23]([I:26])=[C:22]([CH3:27])[CH:21]=3)[C:11]3[CH:18]=[CH:17][CH:16]=[CH:15][C:12]=3[CH2:13]2)=[CH:7][CH:6]=1)=[O:4].CS(C)=O.[NH2:35][CH2:36][C:37]1[CH:38]=[N:39][CH:40]=[CH:41][CH:42]=1, predict the reaction product. The product is: [I:26][C:23]1[CH:24]=[CH:25][C:20]([C:19]([N:10]2[C:11]3[CH:18]=[CH:17][CH:16]=[CH:15][C:12]=3[CH2:13][N:14]3[C:5]([C:3]([NH:35][CH2:36][C:37]4[CH:38]=[N:39][CH:40]=[CH:41][CH:42]=4)=[O:4])=[CH:6][CH:7]=[C:8]3[CH2:9]2)=[O:28])=[CH:21][C:22]=1[CH3:27]. (4) Given the reactants [C:1]([OH:9])(=O)[C:2]1[CH:7]=[CH:6][CH:5]=[N:4][CH:3]=1.C1C=CC2N(O)N=NC=2C=1.CCN=C=NCCCN(C)C.CCN(CC)CC.[CH3:38][O:39][C:40]1[CH:49]=[C:48]([O:50][CH3:51])[CH:47]=[C:46]2[C:41]=1[C:42](=[O:64])[NH:43][C:44]([C:52]1[CH:57]=[CH:56][C:55]([N:58]3[CH2:63][CH2:62][NH:61][CH2:60][CH2:59]3)=[CH:54][CH:53]=1)=[N:45]2, predict the reaction product. The product is: [CH3:38][O:39][C:40]1[CH:49]=[C:48]([O:50][CH3:51])[CH:47]=[C:46]2[C:41]=1[C:42](=[O:64])[NH:43][C:44]([C:52]1[CH:57]=[CH:56][C:55]([N:58]3[CH2:59][CH2:60][N:61]([C:1](=[O:9])[C:2]4[CH:7]=[CH:6][CH:5]=[N:4][CH:3]=4)[CH2:62][CH2:63]3)=[CH:54][CH:53]=1)=[N:45]2.